Dataset: Reaction yield outcomes from USPTO patents with 853,638 reactions. Task: Predict the reaction yield, written as a fraction of the theoretical maximum amount of product (1.0 means a 100% yield; for example, 0.34 means a 34% yield). (1) The reactants are [OH-].[K+].[O:3]=[C:4]([CH2:21][CH2:22][CH2:23][CH2:24][C:25]([C:32]([O:34]CC)=[O:33])([C:27]([O:29][CH2:30][CH3:31])=[O:28])[CH3:26])[CH2:5][CH2:6][CH2:7][CH2:8][C:9]([C:16]([O:18]CC)=[O:17])([C:11]([O:13][CH2:14][CH3:15])=[O:12])[CH3:10]. The catalyst is CCO. The product is [CH2:14]([O:13][C:11]([C:9]([CH3:10])([CH2:8][CH2:7][CH2:6][CH2:5][C:4](=[O:3])[CH2:21][CH2:22][CH2:23][CH2:24][C:25]([C:27]([O:29][CH2:30][CH3:31])=[O:28])([CH3:26])[C:32]([OH:34])=[O:33])[C:16]([OH:18])=[O:17])=[O:12])[CH3:15]. The yield is 0.810. (2) The reactants are CCN(C(C)C)C(C)C.[Li]CCCC.CN(P(N(C)C)(N(C)C)=O)C.[O:26]1[CH2:31][CH2:30][CH:29]=[C:28]([C:32]([O:34][CH2:35][C:36]2[CH:41]=[CH:40][CH:39]=[CH:38][CH:37]=2)=[O:33])[CH2:27]1.Cl[CH2:43][O:44][CH2:45][C:46]1[CH:51]=[CH:50][CH:49]=[CH:48][CH:47]=1. The catalyst is C1COCC1.CCOC(C)=O. The product is [CH2:45]([O:44][CH2:43][C:28]1([C:32]([O:34][CH2:35][C:36]2[CH:41]=[CH:40][CH:39]=[CH:38][CH:37]=2)=[O:33])[CH:29]=[CH:30][CH2:31][O:26][CH2:27]1)[C:46]1[CH:51]=[CH:50][CH:49]=[CH:48][CH:47]=1. The yield is 0.680. (3) The reactants are [C:1]([C:23](OC)=[O:24])([C:4]([C:7]([C:10]([C:13]([C:16]([C:19]([F:22])([F:21])[F:20])([F:18])[F:17])([F:15])[F:14])([F:12])[F:11])([F:9])[F:8])([F:6])[F:5])([F:3])[F:2].[CH3:27][NH:28][CH2:29][CH2:30][OH:31]. The catalyst is C1COCC1. The product is [C:1]([C:23]([N:28]([CH2:29][CH2:30][OH:31])[CH3:27])=[O:24])([C:4]([C:7]([C:10]([C:13]([C:16]([C:19]([F:20])([F:22])[F:21])([F:18])[F:17])([F:15])[F:14])([F:11])[F:12])([F:8])[F:9])([F:6])[F:5])([F:2])[F:3]. The yield is 0.764. (4) The reactants are [Cl:1][C:2]1[C:3]([C:9]([OH:11])=[O:10])=[N:4][CH:5]=[C:6]([Cl:8])[N:7]=1.[C:12](=O)([O-])[O-].[K+].[K+].CI. The catalyst is CN(C)C=O.O. The product is [CH3:12][O:10][C:9]([C:3]1[C:2]([Cl:1])=[N:7][C:6]([Cl:8])=[CH:5][N:4]=1)=[O:11]. The yield is 0.840. (5) The reactants are [O:1]1CCO[CH:2]1[C:6]1[CH:7]=[C:8]([CH:12]2[C:16]3[C:17]([CH3:31])=[C:18]([NH:23][C:24](=[O:30])[CH2:25][C:26]([CH3:29])([CH3:28])[CH3:27])[C:19]([CH3:22])=[C:20]([CH3:21])[C:15]=3[O:14][CH2:13]2)[CH:9]=[CH:10][CH:11]=1.C1(C)C=CC(S(O)(=O)=O)=CC=1.[NH+]1C=CC=CC=1.O. The catalyst is CC(C)=O.C(OCC)(=O)C. The product is [CH:2]([C:6]1[CH:7]=[C:8]([CH:12]2[C:16]3[C:17]([CH3:31])=[C:18]([NH:23][C:24](=[O:30])[CH2:25][C:26]([CH3:27])([CH3:28])[CH3:29])[C:19]([CH3:22])=[C:20]([CH3:21])[C:15]=3[O:14][CH2:13]2)[CH:9]=[CH:10][CH:11]=1)=[O:1]. The yield is 0.960.